Dataset: Catalyst prediction with 721,799 reactions and 888 catalyst types from USPTO. Task: Predict which catalyst facilitates the given reaction. (1) Reactant: C(=O)([O-])[O-].[K+].[K+].[N:7]1([C:13]([O:15][C:16]([CH3:19])([CH3:18])[CH3:17])=[O:14])[CH2:12][CH2:11][NH:10][CH2:9][CH2:8]1.F[C:21]1[CH:22]=[CH:23][C:24]([N+:29]([O-:31])=[O:30])=[C:25]([CH:28]=1)[CH:26]=[O:27]. Product: [CH:26]([C:25]1[CH:28]=[C:21]([N:10]2[CH2:11][CH2:12][N:7]([C:13]([O:15][C:16]([CH3:19])([CH3:18])[CH3:17])=[O:14])[CH2:8][CH2:9]2)[CH:22]=[CH:23][C:24]=1[N+:29]([O-:31])=[O:30])=[O:27]. The catalyst class is: 16. (2) Reactant: [F:1][C:2]1[CH:10]=[C:9]([F:11])[CH:8]=[C:7]2[C:3]=1[C:4]([C:13]1[N:14]=[C:15]3[C:21]([C:22]([OH:24])=O)=[CH:20][N:19]([CH2:25][O:26][CH2:27][CH2:28][Si:29]([CH3:32])([CH3:31])[CH3:30])[C:16]3=[N:17][CH:18]=1)=[N:5][N:6]2[CH3:12].C1C=C[C:36]2N(O)N=[N:39][C:37]=2[CH:38]=1.C(N)(C)C.C(N(C(C)C)CC)(C)C. Product: [CH:37]([NH:39][C:22]([C:21]1[C:15]2[C:16](=[N:17][CH:18]=[C:13]([C:4]3[C:3]4[C:7](=[CH:8][C:9]([F:11])=[CH:10][C:2]=4[F:1])[N:6]([CH3:12])[N:5]=3)[N:14]=2)[N:19]([CH2:25][O:26][CH2:27][CH2:28][Si:29]([CH3:30])([CH3:31])[CH3:32])[CH:20]=1)=[O:24])([CH3:38])[CH3:36]. The catalyst class is: 607. (3) The catalyst class is: 1. Product: [Si:13]([O:20][C:21]1[C:22]([F:27])=[C:23]([CH:24]=[CH:25][CH:26]=1)[CH:5]=[O:6])([C:16]([CH3:19])([CH3:18])[CH3:17])([CH3:15])[CH3:14]. Reactant: N[C@H]([C:5](O)=[O:6])C[SeH].[Li]CCCC.[Si:13]([O:20][C:21]1[CH:26]=[CH:25][CH:24]=[CH:23][C:22]=1[F:27])([C:16]([CH3:19])([CH3:18])[CH3:17])([CH3:15])[CH3:14].CN(CCN(C)C)C.CN(C=O)C.Cl. (4) Reactant: C[N:2](C)[CH:3]=[CH:4][C:5]([C:7]1[C:12](=[O:13])[CH:11]=[CH:10][N:9]([C:14]2[CH:19]=[CH:18][CH:17]=[C:16]([C:20]([F:23])([F:22])[F:21])[CH:15]=2)[N:8]=1)=O.Cl.[F:26][C:27]1[CH:28]=[C:29]([NH:33]N)[CH:30]=[CH:31][CH:32]=1.CCN(CC)CC. Product: [F:26][C:27]1[CH:28]=[C:29]([N:33]2[C:5]([C:7]3[C:12](=[O:13])[CH:11]=[CH:10][N:9]([C:14]4[CH:19]=[CH:18][CH:17]=[C:16]([C:20]([F:23])([F:22])[F:21])[CH:15]=4)[N:8]=3)=[CH:4][CH:3]=[N:2]2)[CH:30]=[CH:31][CH:32]=1. The catalyst class is: 8.